Dataset: NCI-60 drug combinations with 297,098 pairs across 59 cell lines. Task: Regression. Given two drug SMILES strings and cell line genomic features, predict the synergy score measuring deviation from expected non-interaction effect. (1) Drug 1: CC1CCC2CC(C(=CC=CC=CC(CC(C(=O)C(C(C(=CC(C(=O)CC(OC(=O)C3CCCCN3C(=O)C(=O)C1(O2)O)C(C)CC4CCC(C(C4)OC)OCCO)C)C)O)OC)C)C)C)OC. Drug 2: C1=NC2=C(N1)C(=S)N=CN2. Cell line: M14. Synergy scores: CSS=28.4, Synergy_ZIP=-2.78, Synergy_Bliss=-1.49, Synergy_Loewe=-4.44, Synergy_HSA=-1.03. (2) Cell line: OVCAR3. Drug 2: C(CCl)NC(=O)N(CCCl)N=O. Synergy scores: CSS=-0.925, Synergy_ZIP=3.10, Synergy_Bliss=6.35, Synergy_Loewe=-2.63, Synergy_HSA=-1.57. Drug 1: CC1=C(C(CCC1)(C)C)C=CC(=CC=CC(=CC(=O)O)C)C.